From a dataset of Experimentally validated miRNA-target interactions with 360,000+ pairs, plus equal number of negative samples. Binary Classification. Given a miRNA mature sequence and a target amino acid sequence, predict their likelihood of interaction. (1) The miRNA is rno-miR-132-5p with sequence ACCGUGGCUUUCGAUUGUUACU. The protein sequence of the target gene is MQSDDVIWNTLGNKQFCSFKIRTKTQGFCRNEYSLTGLCNRSSCPLANSQYATIKEEKGQCYLYMKVIERAAFPRRLWERVRLSKNYEKALEQIDENLIYWPRFIRHKCKQRFTKITQYLIRIRKLTLKRQRKLVPLSKKVERREKRREEKALIAAQLDNAIEKELLERLKQDTYGDIYNFPIHAFDKALEKQEAESDSEDEEEEEDEDEEEDVGKREFVEDEEVEESDLSDFEDMDKLNTDSEEDQDDESSNDEEAHKAKHKGKAPLKGPLRKKRAYVEIEYEQETEPMAKVKAT. Result: 0 (no interaction). (2) The miRNA is hsa-miR-657 with sequence GGCAGGUUCUCACCCUCUCUAGG. The protein sequence of the target gene is MAAEEVLQTVDHYKTEIERLTKELTETTHEKIQAAEYGLVVLEEKLTLKQQYDELEAEYDSLKQELEQLKEAFGQSFSIHRKVAEDGETREETLLQESASKEAYYLGKILEMQNELKQSRAVVTNVQAENERLTAVVQDLKENNEMVELQRIRMKDEIREYKFREARLLQDYTELEEENITLQKLVSTLKQNQVEYEGLKHEIKRFEEETVLLNSQLEDAIRLKEIAEHQLEEALETLKNEREQKNNLRKELSQYISLNDNHISISVDGLKFAEDGSEPNNDDKMNGHIHGPLVKLNGDY.... Result: 0 (no interaction). (3) The miRNA is hsa-miR-124-3p with sequence UAAGGCACGCGGUGAAUGCCAA. The protein sequence of the target gene is MEQFPKETVVESSGPKVLETAEEIQERRQEVLTRYQSFKERVAERGQKLEDSYHLQVFKRDADDLGKWIMEKVNILTDKSYEDPTNIQGKYQKHQSLEAEVQTKSRLMSELEKTREERFTMGHSAHEETKAHIEELRHLWDLLLELTLEKGDQLLRALKFQQYVQECADILEWIGDKEAIATSVELGEDWERTEVLHKKFEDFQVELVAKEGRVVEVNQYANECAEENHPDLPLIQSKQNEVNAAWERLRGLALQRQKALSNAANLQRFKRDVTEAIQWIKEKEPVLTSEDYGKDLVASE.... Result: 1 (interaction). (4) The miRNA is hsa-miR-6802-3p with sequence UUCACCCCUCUCACCUAAGCAG. The protein sequence of the target gene is MVLSLTGLIAFSFLQATLALNPEDPNVCSHWESYAVTVQESYAHPFDQIYYTRCTDILNWFKCTRHRISYKTAYRRGLRTMYRRRSQCCPGYYESGDFCIPLCTEECVHGRCVSPDTCHCEPGWGGPDCSSGCDSDHWGPHCSNRCQCQNGALCNPITGACVCAAGFRGWRCEELCAPGTHGKGCQLPCQCRHGASCDPRAGECLCAPGYTGVYCEELCPPGSHGAHCELRCPCQNGGTCHHITGECACPPGWTGAVCAQPCPPGTFGQNCSQDCPCHHGGQCDHVTGQCHCTAGYMGDR.... Result: 0 (no interaction). (5) The miRNA is hsa-miR-192-5p with sequence CUGACCUAUGAAUUGACAGCC. The protein sequence of the target gene is MPKVKSGAIGRRRGRQEQRRELKSAGGLMFNTGIGQHILKNPLIINSIIDKAALRPTDVVLEVGPGTGNMTVKLLEKAKKVVACELDPRLVAELHKRVQGTPVASKLQVLVGDVLKTDLPFFDTCVANLPYQISSPFVFKLLLHRPFFRCAILMFQREFALRLVAKPGDKLYCRLSINTQLLARVDHLMKVGKNNFRPPPKVESSVVRIEPKNPPPPINFQEWDGLVRITFVRKNKTLSAAFKSSAVQQLLEKNYRIHCSVHNIIIPEDFSIADKIQQILTSTGFSDKRARSMDIDDFIR.... Result: 1 (interaction). (6) The miRNA is mmu-miR-339-5p with sequence UCCCUGUCCUCCAGGAGCUCACG. The protein sequence of the target gene is MDIEDEENMSSSSTDIKENRNLDNMPPKDSSTPGPGEGIPLSNGGGGSTSRKRPLEEGSNGHSKYRLKKRRKTPGPVLPKNALMQLNEIKPGLQYMLLSQTGPVHAPLFVMSVEVNGQVFEGSGPTKKKAKLHAAEKALRSFVQFPNASEAHLAMGRTLSVNTDFTSDQADFPDTLFNGFETPDKSEPPFYVGSNGDDSFSSSGDVSLSASPVPASLTQPPLPIPPPFPPPSGKNPVMILNELRPGLKYDFLSESGESHAKSFVMSVVVDGQFFEGSGRNKKLAKARAAQSALATVFNLH.... Result: 0 (no interaction). (7) The miRNA is hsa-miR-532-3p with sequence CCUCCCACACCCAAGGCUUGCA. The protein sequence of the target gene is MAELGELKHMVMSFRVSELQVLLGFAGRNKSGRKHELLAKALHLLKSSCAPSVQMKIKELYRRRFPRKTLGPSDLSLLSLPPGTSPVGSPGPLAPIPPTLLTPGTLLGPKREVDMHPPLPQPVHPDVTMKPLPFYEVYGELIRPTTLASTSSQRFEEAHFTFALTPQQLQQILTSREVLPGAKCDYTIQVQLRFCLCETSCPQEDYFPPNLFVKVNGKLCPLPGYLPPTKNGAEPKRPSRPINITPLARLSATVPNTIVVNWSSEFGRNYSLSVYLVRQLTAGTLLQKLRAKGIRNPDHS.... Result: 0 (no interaction).